Dataset: NCI-60 drug combinations with 297,098 pairs across 59 cell lines. Task: Regression. Given two drug SMILES strings and cell line genomic features, predict the synergy score measuring deviation from expected non-interaction effect. (1) Drug 1: C1=CC(=C2C(=C1NCCNCCO)C(=O)C3=C(C=CC(=C3C2=O)O)O)NCCNCCO. Drug 2: N.N.Cl[Pt+2]Cl. Cell line: BT-549. Synergy scores: CSS=5.42, Synergy_ZIP=-8.88, Synergy_Bliss=-14.5, Synergy_Loewe=-43.0, Synergy_HSA=-15.0. (2) Drug 1: CC(C)CN1C=NC2=C1C3=CC=CC=C3N=C2N. Drug 2: COCCOC1=C(C=C2C(=C1)C(=NC=N2)NC3=CC=CC(=C3)C#C)OCCOC.Cl. Cell line: NCI-H322M. Synergy scores: CSS=30.9, Synergy_ZIP=0.731, Synergy_Bliss=0.0323, Synergy_Loewe=-3.45, Synergy_HSA=-1.54. (3) Drug 1: CC1=CC2C(CCC3(C2CCC3(C(=O)C)OC(=O)C)C)C4(C1=CC(=O)CC4)C. Drug 2: C1C(C(OC1N2C=NC(=NC2=O)N)CO)O. Cell line: MALME-3M. Synergy scores: CSS=7.11, Synergy_ZIP=-0.371, Synergy_Bliss=4.08, Synergy_Loewe=-14.5, Synergy_HSA=-0.287. (4) Drug 1: CN(CCCl)CCCl.Cl. Drug 2: CC1=C(C(=O)C2=C(C1=O)N3CC4C(C3(C2COC(=O)N)OC)N4)N. Cell line: LOX IMVI. Synergy scores: CSS=37.8, Synergy_ZIP=-6.65, Synergy_Bliss=-4.97, Synergy_Loewe=-4.36, Synergy_HSA=0.443. (5) Drug 1: CC1=C(N=C(N=C1N)C(CC(=O)N)NCC(C(=O)N)N)C(=O)NC(C(C2=CN=CN2)OC3C(C(C(C(O3)CO)O)O)OC4C(C(C(C(O4)CO)O)OC(=O)N)O)C(=O)NC(C)C(C(C)C(=O)NC(C(C)O)C(=O)NCCC5=NC(=CS5)C6=NC(=CS6)C(=O)NCCC[S+](C)C)O. Drug 2: C#CCC(CC1=CN=C2C(=N1)C(=NC(=N2)N)N)C3=CC=C(C=C3)C(=O)NC(CCC(=O)O)C(=O)O. Cell line: SK-MEL-5. Synergy scores: CSS=3.46, Synergy_ZIP=-3.54, Synergy_Bliss=-0.898, Synergy_Loewe=0.274, Synergy_HSA=-1.72. (6) Drug 1: C1CN(P(=O)(OC1)NCCCl)CCCl. Drug 2: CC1CCCC2(C(O2)CC(NC(=O)CC(C(C(=O)C(C1O)C)(C)C)O)C(=CC3=CSC(=N3)C)C)C. Cell line: MCF7. Synergy scores: CSS=26.5, Synergy_ZIP=1.27, Synergy_Bliss=-0.615, Synergy_Loewe=-22.1, Synergy_HSA=-1.07. (7) Drug 1: CCC1(CC2CC(C3=C(CCN(C2)C1)C4=CC=CC=C4N3)(C5=C(C=C6C(=C5)C78CCN9C7C(C=CC9)(C(C(C8N6C=O)(C(=O)OC)O)OC(=O)C)CC)OC)C(=O)OC)O.OS(=O)(=O)O. Drug 2: CC(C)NC(=O)C1=CC=C(C=C1)CNNC.Cl. Cell line: MDA-MB-435. Synergy scores: CSS=65.1, Synergy_ZIP=7.02, Synergy_Bliss=6.43, Synergy_Loewe=-60.8, Synergy_HSA=5.34.